This data is from Reaction yield outcomes from USPTO patents with 853,638 reactions. The task is: Predict the reaction yield, written as a fraction of the theoretical maximum amount of product (1.0 means a 100% yield; for example, 0.34 means a 34% yield). The reactants are [Cl:1][C:2]1[C:10]([Cl:11])=[CH:9][C:5]2[N:6]=[CH:7][NH:8][C:4]=2[C:3]=1[F:12].O([Si](C)(C)C)S(C(F)(F)F)(=O)=O.C(O[C@@H:29]1[O:46][CH2:45][C@@H:40]([O:41][C:42](=[O:44])[CH3:43])[C@@H:35]([O:36][C:37](=[O:39])[CH3:38])[C@H:30]1[O:31][C:32](=[O:34])[CH3:33])(=O)C.C(=O)(O)[O-].[Na+]. The catalyst is ClCCCl. The product is [Cl:1][C:2]1[C:10]([Cl:11])=[CH:9][C:5]2[N:6]([C@@H:45]3[O:46][CH2:29][C@@H:30]([O:31][C:32](=[O:34])[CH3:33])[C@@H:35]([O:36][C:37](=[O:39])[CH3:38])[C@H:40]3[O:41][C:42](=[O:44])[CH3:43])[CH:7]=[N:8][C:4]=2[C:3]=1[F:12]. The yield is 0.440.